From a dataset of HIV replication inhibition screening data with 41,000+ compounds from the AIDS Antiviral Screen. Binary Classification. Given a drug SMILES string, predict its activity (active/inactive) in a high-throughput screening assay against a specified biological target. (1) The molecule is Cc1cc([N+](=O)[O-])c(C)c2c1[nH]c1ccc(C(CCC3CCCC3)=NN)cc12. The result is 0 (inactive). (2) The drug is O=C1NCC(=O)c2ncn(C3OC(CO)C(O)C3O)c2N1. The result is 0 (inactive). (3) The drug is CC(C)C(=O)NCCC(CNC(=O)OC(C)(C)C)NC(=O)OC(C)(C)C. The result is 0 (inactive).